This data is from Catalyst prediction with 721,799 reactions and 888 catalyst types from USPTO. The task is: Predict which catalyst facilitates the given reaction. (1) Reactant: [CH3:1][C:2]([C:6]1[C:11]([C:12]([F:15])([F:14])[F:13])=[CH:10][C:9]([N+:16]([O-])=O)=[CH:8][N:7]=1)([CH3:5])[CH:3]=[O:4].CC(=O)OCC. Product: [NH2:16][C:9]1[CH:10]=[C:11]([C:12]([F:15])([F:13])[F:14])[C:6]([C:2]([CH3:5])([CH3:1])[CH2:3][OH:4])=[N:7][CH:8]=1. The catalyst class is: 227. (2) Reactant: [CH2:1]([O:8][C:9]1[CH:10]=[C:11]2[C:15](=[CH:16][CH:17]=1)[NH:14][CH:13]=[CH:12]2)[C:2]1[CH:7]=[CH:6][CH:5]=[CH:4][CH:3]=1.[H-].[Na+].[CH2:20]([O:22][C:23](=[O:30])[CH2:24][CH:25](Br)[CH2:26][CH2:27][CH3:28])[CH3:21].O. Product: [CH2:20]([O:22][C:23](=[O:30])[CH2:24][CH:25]([N:14]1[C:15]2[C:11](=[CH:10][C:9]([O:8][CH2:1][C:2]3[CH:3]=[CH:4][CH:5]=[CH:6][CH:7]=3)=[CH:17][CH:16]=2)[CH:12]=[CH:13]1)[CH2:26][CH2:27][CH3:28])[CH3:21]. The catalyst class is: 3. (3) Reactant: [CH3:1][S:2](Cl)(=[O:4])=[O:3].[NH2:6][CH2:7][CH2:8][N:9]1[N:13]=[N:12][C:11]([C@@H:14]2[CH2:20][C@:19]3([C:29]4[CH:34]=[CH:33][CH:32]=[CH:31][CH:30]=4)[N:21]([CH2:22][C:23]4[CH:28]=[CH:27][CH:26]=[CH:25][CH:24]=4)[C@H:15]2[CH2:16][CH2:17][C@H:18]3[O:35][CH2:36][C:37]2[CH:42]=[C:41]([C:43]([F:46])([F:45])[F:44])[CH:40]=[C:39]([C:47]([F:50])([F:49])[F:48])[CH:38]=2)=[N:10]1.C(N(CC)CC)C. Product: [CH2:22]([N:21]1[C@@H:15]2[C@H:14]([C:11]3[N:12]=[N:13][N:9]([CH2:8][CH2:7][NH:6][S:2]([CH3:1])(=[O:4])=[O:3])[N:10]=3)[CH2:20][C@@:19]1([C:29]1[CH:34]=[CH:33][CH:32]=[CH:31][CH:30]=1)[C@H:18]([O:35][CH2:36][C:37]1[CH:42]=[C:41]([C:43]([F:44])([F:45])[F:46])[CH:40]=[C:39]([C:47]([F:49])([F:50])[F:48])[CH:38]=1)[CH2:17][CH2:16]2)[C:23]1[CH:28]=[CH:27][CH:26]=[CH:25][CH:24]=1. The catalyst class is: 4. (4) Reactant: [CH:1]1([C@@H:7]2[C:16]3[C:11](=[CH:12][CH:13]=[CH:14][CH:15]=3)[CH2:10][C@H:9]([OH:17])[CH2:8]2)[CH2:6][CH2:5][CH2:4][CH2:3][CH2:2]1.[C:18]1([CH3:28])[CH:23]=[CH:22][C:21]([S:24](Cl)(=[O:26])=[O:25])=[CH:20][CH:19]=1.N#N. Product: [CH3:28][C:18]1[CH:23]=[CH:22][C:21]([S:24]([O:17][C@@H:9]2[CH2:8][C@H:7]([CH:1]3[CH2:2][CH2:3][CH2:4][CH2:5][CH2:6]3)[C:16]3[C:11](=[CH:12][CH:13]=[CH:14][CH:15]=3)[CH2:10]2)(=[O:26])=[O:25])=[CH:20][CH:19]=1. The catalyst class is: 17. (5) Reactant: [C:1]([C:4]1[CH:9]=[N:8][CH:7]=[CH:6][N:5]=1)(=[O:3])[CH3:2].[Br-:10].[Br-].[Br-].[NH+]1C=CC=CC=1.[NH+]1C=CC=CC=1.[NH+]1C=CC=CC=1. Product: [Br:10][CH2:2][C:1]([C:4]1[CH:9]=[N:8][CH:7]=[CH:6][N:5]=1)=[O:3]. The catalyst class is: 15. (6) Reactant: P(Cl)(Cl)(Cl)=O.[F:6][C:7]1[CH:12]=[CH:11][C:10]([N:13]2[CH:17]=[CH:16][CH:15]=[CH:14]2)=[CH:9][CH:8]=1.[C:18](=O)([O-])[O-:19].[K+].[K+]. Product: [F:6][C:7]1[CH:8]=[CH:9][C:10]([N:13]2[CH:17]=[CH:16][CH:15]=[C:14]2[CH:18]=[O:19])=[CH:11][CH:12]=1. The catalyst class is: 9.